This data is from Reaction yield outcomes from USPTO patents with 853,638 reactions. The task is: Predict the reaction yield, written as a fraction of the theoretical maximum amount of product (1.0 means a 100% yield; for example, 0.34 means a 34% yield). (1) The reactants are [CH3:1][C:2]1[CH:7]=[CH:6][C:5]([Br:8])=[C:4]2[C:9]([CH2:12][CH:13](N)CO)=[CH:10][NH:11][C:3]=12.[C:17]([CH2:22][C:23]([O:25][CH2:26][CH3:27])=[O:24])(=[O:21])[CH2:18][CH2:19][CH3:20].B(F)(F)F.CCOCC. The catalyst is C(Cl)Cl. The product is [CH2:26]([O:25][C:23](=[O:24])[CH2:22][C:17]1([CH2:18][CH2:19][CH3:20])[C:10]2[NH:11][C:3]3[C:4]([C:9]=2[CH2:12][CH2:13][O:21]1)=[C:5]([Br:8])[CH:6]=[CH:7][C:2]=3[CH3:1])[CH3:27]. The yield is 0.930. (2) The reactants are C[O:2][C:3]1[CH:4]=[C:5]2[C:10](=[CH:11][CH:12]=1)[C:9](=[O:13])[NH:8][CH2:7][CH2:6]2.C([O-])(O)=O.[Na+]. The catalyst is Br. The product is [OH:2][C:3]1[CH:4]=[C:5]2[C:10](=[CH:11][CH:12]=1)[C:9](=[O:13])[NH:8][CH2:7][CH2:6]2. The yield is 0.270. (3) The catalyst is ClCCCl. The reactants are [Cl:1][C:2]1[C:3]2[C:4](=[CH:9][N:10]([C:12]3[C:17]([Cl:18])=[CH:16][CH:15]=[CH:14][C:13]=3[Cl:19])[N:11]=2)[CH:5]=[N+:6]([O-])[CH:7]=1.P(Br)(Br)([Br:22])=O. The yield is 0.280. The product is [Br:22][C:9]1[N:10]([C:12]2[C:17]([Cl:18])=[CH:16][CH:15]=[CH:14][C:13]=2[Cl:19])[N:11]=[C:3]2[C:2]([Cl:1])=[CH:7][N:6]=[CH:5][C:4]=12. (4) The reactants are OO.FC(F)(F)C(O)=[O:6].[C:10]([C:12]1[C:16]([S:17][C:18]([F:21])([F:20])[F:19])=[C:15]([CH3:22])[N:14]([C:23]2[C:28]([Cl:29])=[CH:27][C:26]([C:30]([F:33])([F:32])[F:31])=[CH:25][C:24]=2[Cl:34])[N:13]=1)#[N:11]. No catalyst specified. The product is [C:10]([C:12]1[C:16]([S:17]([C:18]([F:20])([F:19])[F:21])=[O:6])=[C:15]([CH3:22])[N:14]([C:23]2[C:28]([Cl:29])=[CH:27][C:26]([C:30]([F:32])([F:33])[F:31])=[CH:25][C:24]=2[Cl:34])[N:13]=1)#[N:11]. The yield is 0.830. (5) The reactants are [NH2:1][CH2:2][CH2:3][SH:4].[C:5]1([C:11]([C:19]2[CH:24]=[CH:23][CH:22]=[CH:21][CH:20]=2)([C:13]2[CH:18]=[CH:17][CH:16]=[CH:15][CH:14]=2)O)[CH:10]=[CH:9][CH:8]=[CH:7][CH:6]=1. The catalyst is FC(F)(F)C(O)=O. The product is [C:11]([S:4][CH2:3][CH2:2][NH2:1])([C:5]1[CH:10]=[CH:9][CH:8]=[CH:7][CH:6]=1)([C:19]1[CH:20]=[CH:21][CH:22]=[CH:23][CH:24]=1)[C:13]1[CH:14]=[CH:15][CH:16]=[CH:17][CH:18]=1. The yield is 0.580. (6) The yield is 0.770. The reactants are [CH2:1]([CH2:3][NH2:4])[OH:2].[CH3:5][N:6]([N:8]=[N:9][C:10]1[CH:14]=[CH:13][S:12][C:11]=1[C:15](OC)=[O:16])[CH3:7].O. The catalyst is C1COCC1. The product is [CH3:7][N:6]([N:8]=[N:9][C:10]1[CH:14]=[CH:13][S:12][C:11]=1[C:15]([NH:4][CH2:3][CH2:1][OH:2])=[O:16])[CH3:5].